This data is from Forward reaction prediction with 1.9M reactions from USPTO patents (1976-2016). The task is: Predict the product of the given reaction. (1) Given the reactants [CH2:1]([O:8][C:9]1[CH:36]=[CH:35][C:12]([O:13][CH2:14][CH2:15][CH2:16][C:17]2[CH:34]=[CH:33][C:20]([O:21][CH2:22][C:23]3[CH:32]=[CH:31][CH:30]=[CH:29][C:24]=3[C:25]([O:27]C)=[O:26])=[CH:19][CH:18]=2)=[CH:11][CH:10]=1)[C:2]1[CH:7]=[CH:6][CH:5]=[CH:4][CH:3]=1.[OH-].[Li+].Cl, predict the reaction product. The product is: [CH2:1]([O:8][C:9]1[CH:36]=[CH:35][C:12]([O:13][CH2:14][CH2:15][CH2:16][C:17]2[CH:18]=[CH:19][C:20]([O:21][CH2:22][C:23]3[CH:32]=[CH:31][CH:30]=[CH:29][C:24]=3[C:25]([OH:27])=[O:26])=[CH:33][CH:34]=2)=[CH:11][CH:10]=1)[C:2]1[CH:3]=[CH:4][CH:5]=[CH:6][CH:7]=1. (2) The product is: [C:11]([O:15][C:16]([N:18]1[C@@H:23]([C@@H:24]([O:50][CH2:51][C:52]2[CH:57]=[CH:56][CH:55]=[CH:54][CH:53]=2)[C@@H:25]([N:35]([CH2:36][C:37]2[CH:38]=[CH:39][CH:40]=[CH:41][CH:42]=2)[CH2:43][C:44]2[CH:45]=[CH:46][CH:47]=[CH:48][CH:49]=2)[CH2:26][C:27]2[CH:32]=[C:31]([F:33])[CH:30]=[C:29]([F:34])[CH:28]=2)[CH2:22][O:21][C:20](=[O:58])[C@@H:19]1[CH2:60][CH3:61])=[O:17])([CH3:14])([CH3:12])[CH3:13]. Given the reactants C[Si](C)(C)[N-][Si](C)(C)C.[Li+].[C:11]([O:15][C:16]([N:18]1[C@@H:23]([C@@H:24]([O:50][CH2:51][C:52]2[CH:57]=[CH:56][CH:55]=[CH:54][CH:53]=2)[C@@H:25]([N:35]([CH2:43][C:44]2[CH:49]=[CH:48][CH:47]=[CH:46][CH:45]=2)[CH2:36][C:37]2[CH:42]=[CH:41][CH:40]=[CH:39][CH:38]=2)[CH2:26][C:27]2[CH:32]=[C:31]([F:33])[CH:30]=[C:29]([F:34])[CH:28]=2)[CH2:22][O:21][C:20](=[O:58])[CH2:19]1)=[O:17])([CH3:14])([CH3:13])[CH3:12].I[CH2:60][CH3:61], predict the reaction product. (3) Given the reactants [CH3:1][O:2][C:3]([C:5]1[CH:6]=[N:7][C:8]([N:11]2[CH2:24][CH2:23][C:14]3[NH:15][C:16]4[CH:17]=[C:18](Br)[CH:19]=[CH:20][C:21]=4[C:13]=3[CH2:12]2)=[N:9][CH:10]=1)=[O:4].C([O-])([O-])=O.[Cs+].[Cs+].[CH:31]([C:33]1[CH:34]=[C:35](B(O)O)[CH:36]=[CH:37][CH:38]=1)=[O:32], predict the reaction product. The product is: [CH3:1][O:2][C:3]([C:5]1[CH:6]=[N:7][C:8]([N:11]2[CH2:24][CH2:23][C:14]3[NH:15][C:16]4[CH:17]=[C:18]([C:37]5[CH:36]=[CH:35][CH:34]=[C:33]([CH:31]=[O:32])[CH:38]=5)[CH:19]=[CH:20][C:21]=4[C:13]=3[CH2:12]2)=[N:9][CH:10]=1)=[O:4]. (4) Given the reactants [CH:1]([O:4][C:5]([N:7]1[CH2:12][CH2:11][CH:10]([O:13][C:14]2[N:19]=[CH:18][N:17]=[C:16]3[N:20]([C:23]4[CH:28]=[CH:27][C:26](I)=[CH:25][C:24]=4[CH3:30])[N:21]=[CH:22][C:15]=23)[CH2:9][CH2:8]1)=[O:6])([CH3:3])[CH3:2].[CH3:31][S:32]([CH2:35][CH2:36][N:37]1[CH2:42][CH2:41][NH:40][CH2:39][CH2:38]1)(=[O:34])=[O:33].N1CCC[C@H]1C(O)=O.C(=O)([O-])[O-].[K+].[K+], predict the reaction product. The product is: [CH:1]([O:4][C:5]([N:7]1[CH2:12][CH2:11][CH:10]([O:13][C:14]2[N:19]=[CH:18][N:17]=[C:16]3[N:20]([C:23]4[CH:28]=[CH:27][C:26]([N:40]5[CH2:39][CH2:38][N:37]([CH2:36][CH2:35][S:32]([CH3:31])(=[O:33])=[O:34])[CH2:42][CH2:41]5)=[CH:25][C:24]=4[CH3:30])[N:21]=[CH:22][C:15]=23)[CH2:9][CH2:8]1)=[O:6])([CH3:3])[CH3:2]. (5) Given the reactants [CH2:1]([O:3][C:4]1[CH:11]=[C:10]([O:12][CH2:13][CH3:14])[C:9]([Br:15])=[CH:8][C:5]=1[CH:6]=[O:7])[CH3:2].CC(C[AlH]CC(C)C)C.O, predict the reaction product. The product is: [CH2:1]([O:3][C:4]1[CH:11]=[C:10]([O:12][CH2:13][CH3:14])[C:9]([Br:15])=[CH:8][C:5]=1[CH2:6][OH:7])[CH3:2]. (6) Given the reactants [Cl:1][C:2]1[CH:34]=[CH:33][C:5]2[N:6]([C:22]3[CH:32]=[CH:31][C:25]([C:26]([O:28]CC)=[O:27])=[CH:24][CH:23]=3)[C:7]([CH2:9][N:10]3[C:14]4=[CH:15][N:16]=[CH:17][CH:18]=[C:13]4[C:12]4([CH2:20][CH2:19]4)[C:11]3=[O:21])=[N:8][C:4]=2[CH:3]=1.[OH-].[Li+], predict the reaction product. The product is: [Cl:1][C:2]1[CH:34]=[CH:33][C:5]2[N:6]([C:22]3[CH:32]=[CH:31][C:25]([C:26]([OH:28])=[O:27])=[CH:24][CH:23]=3)[C:7]([CH2:9][N:10]3[C:14]4=[CH:15][N:16]=[CH:17][CH:18]=[C:13]4[C:12]4([CH2:20][CH2:19]4)[C:11]3=[O:21])=[N:8][C:4]=2[CH:3]=1. (7) Given the reactants [CH2:1]([OH:19])[CH2:2][CH2:3][CH2:4][CH2:5][CH2:6][CH2:7][CH2:8][CH2:9][CH2:10][CH2:11][CH2:12][CH2:13][CH2:14][CH2:15][CH2:16][CH2:17][CH3:18].[C:20](#[N:23])[CH:21]=[CH2:22], predict the reaction product. The product is: [CH2:1]([O:19][CH2:22][CH2:21][CH2:20][NH2:23])[CH2:2][CH2:3][CH2:4][CH2:5][CH2:6][CH2:7][CH2:8][CH2:9][CH2:10][CH2:11][CH2:12][CH2:13][CH2:14][CH2:15][CH2:16][CH2:17][CH3:18].